From a dataset of Full USPTO retrosynthesis dataset with 1.9M reactions from patents (1976-2016). Predict the reactants needed to synthesize the given product. (1) Given the product [C:1]1([C:7]2[C:8]([C:16]3[CH:23]=[CH:22][C:19]([CH2:20][N:31]4[CH2:30][CH2:29][CH:28]([C:26]5[NH:24][N:25]=[C:47]([C:42]6[CH:43]=[CH:44][CH:45]=[CH:46][N:41]=6)[N:48]=5)[CH2:33][CH2:32]4)=[CH:18][CH:17]=3)=[N:9][C:10]3[N:11]([CH:13]=[CH:14][N:15]=3)[CH:12]=2)[CH:6]=[CH:5][CH:4]=[CH:3][CH:2]=1, predict the reactants needed to synthesize it. The reactants are: [C:1]1([C:7]2[C:8]([C:16]3[CH:23]=[CH:22][C:19]([CH:20]=O)=[CH:18][CH:17]=3)=[N:9][C:10]3[N:11]([CH:13]=[CH:14][N:15]=3)[CH:12]=2)[CH:6]=[CH:5][CH:4]=[CH:3][CH:2]=1.[NH:24]([C:26]([CH:28]1[CH2:33][CH2:32][N:31](C(OC(C)(C)C)=O)[CH2:30][CH2:29]1)=O)[NH2:25].[N:41]1[CH:46]=[CH:45][CH:44]=[CH:43][C:42]=1[C:47]#[N:48].[BH-](OC(C)=O)(OC(C)=O)OC(C)=O.[Na+]. (2) Given the product [OH:24][CH2:23][CH2:25][NH:26][C:4]([C:6]1[NH:7][C:8]([CH:12]=[C:13]2[C:21]3[C:16](=[CH:17][CH:18]=[CH:19][CH:20]=3)[NH:15][C:14]2=[O:22])=[C:9]([CH3:11])[CH:10]=1)=[O:5], predict the reactants needed to synthesize it. The reactants are: C(O[C:4]([C:6]1[NH:7][C:8]([CH:12]=[C:13]2[C:21]3[C:16](=[CH:17][CH:18]=[CH:19][CH:20]=3)[NH:15][C:14]2=[O:22])=[C:9]([CH3:11])[CH:10]=1)=[O:5])C.[CH2:23]([CH2:25][NH2:26])[OH:24].O. (3) The reactants are: [C:1]([OH:13])(=[O:12])[CH2:2][C:3]([CH2:8][C:9]([OH:11])=[O:10])([C:5]([OH:7])=[O:6])[OH:4].[C:14]([O:22][CH2:23][C:24](=[O:30])[N:25]([CH2:28][CH3:29])[CH2:26][CH3:27])(=[O:21])/[CH:15]=[CH:16]/[C:17]([O:19][CH3:20])=[O:18].C(OCC)(=O)C.CCCCCCC. Given the product [C:14]([O:22][CH2:23][C:24](=[O:30])[N:25]([CH2:26][CH3:27])[CH2:28][CH3:29])(=[O:21])/[CH:15]=[CH:16]/[C:17]([O:19][CH3:20])=[O:18].[C:1]([OH:13])(=[O:12])[CH2:2][C:3]([CH2:8][C:9]([OH:11])=[O:10])([C:5]([OH:7])=[O:6])[OH:4].[C:14]([O:22][CH2:23][C:24](=[O:30])[N:25]([CH2:26][CH3:27])[CH2:28][CH3:29])(=[O:21])/[CH:15]=[CH:16]/[C:17]([O:19][CH3:20])=[O:18].[C:1]([OH:13])(=[O:12])[CH2:2][C:3]([CH2:8][C:9]([OH:11])=[O:10])([C:5]([OH:7])=[O:6])[OH:4], predict the reactants needed to synthesize it.